From a dataset of Reaction yield outcomes from USPTO patents with 853,638 reactions. Predict the reaction yield, written as a fraction of the theoretical maximum amount of product (1.0 means a 100% yield; for example, 0.34 means a 34% yield). (1) The reactants are [Si]([O:18][C@H:19]1[CH2:26][CH2:25][CH2:24][O:23][CH2:22][O:21][CH2:20]1)(C(C)(C)C)(C1C=CC=CC=1)C1C=CC=CC=1.CCCC[N+](CCCC)(CCCC)CCCC.[F-].C([O-])(O)=O.[Na+]. The catalyst is C1COCC1. The product is [C@H:19]1([OH:18])[CH2:26][CH2:25][CH2:24][O:23][CH2:22][O:21][CH2:20]1. The yield is 0.770. (2) The reactants are [CH3:1][C:2]([CH3:58])([CH2:23][CH2:24][CH2:25][CH2:26][CH2:27][C:28](=[O:57])[CH2:29][CH2:30][CH2:31][CH2:32][CH2:33][C:34]([CH3:56])([CH3:55])[CH2:35][O:36][P:37]([O:47]CC1C=CC=CC=1)([O:39]CC1C=CC=CC=1)=[O:38])[CH2:3][O:4][P:5]([O:15]CC1C=CC=CC=1)([O:7]CC1C=CC=CC=1)=[O:6].[H][H]. The catalyst is CC(O)C.[Pd]. The product is [CH3:1][C:2]([CH3:58])([CH2:23][CH2:24][CH2:25][CH2:26][CH2:27][C:28](=[O:57])[CH2:29][CH2:30][CH2:31][CH2:32][CH2:33][C:34]([CH3:56])([CH3:55])[CH2:35][O:36][P:37]([OH:47])([OH:39])=[O:38])[CH2:3][O:4][P:5](=[O:6])([OH:7])[OH:15]. The yield is 0.990. (3) The reactants are [CH:1]1([CH2:4][O:5][C:6]2[CH:7]=[C:8]([CH:15](C(OCC)=O)[C:16]([O:18]CC)=[O:17])[CH:9]=[CH:10][C:11]=2[N+:12]([O-:14])=[O:13])[CH2:3][CH2:2]1.[OH-].[Na+]. The catalyst is C(O)C. The product is [CH:1]1([CH2:4][O:5][C:6]2[CH:7]=[C:8]([CH2:15][C:16]([OH:18])=[O:17])[CH:9]=[CH:10][C:11]=2[N+:12]([O-:14])=[O:13])[CH2:2][CH2:3]1. The yield is 0.900. (4) The reactants are [CH3:1][C@@H:2]1[CH2:8][C:7]2[CH:9]=[C:10]3[O:15][CH2:14][O:13][C:11]3=[CH:12][C:6]=2[C:5]([C:16]2[CH:21]=[CH:20][C:19]([N+:22]([O-:24])=[O:23])=[C:18]([CH3:25])[CH:17]=2)=[N:4][N:3]1[C:26](Cl)=[S:27]. The catalyst is CN(C)C=O. The product is [CH2:8]([C:2]1[S:27][C:26]([N:3]2[C@H:2]([CH3:1])[CH2:8][C:7]3[CH:9]=[C:10]4[O:15][CH2:14][O:13][C:11]4=[CH:12][C:6]=3[C:5]([C:16]3[CH:21]=[CH:20][C:19]([N+:22]([O-:24])=[O:23])=[C:18]([CH3:25])[CH:17]=3)=[N:4]2)=[N:4][N:3]=1)[CH3:7]. The yield is 0.490. (5) The reactants are [CH3:1][O:2][C:3]([C@@:5]1([NH2:17])[CH2:9][CH2:8][C@H:7]([C:10]2[CH:15]=[CH:14][C:13](Br)=[CH:12][CH:11]=2)[CH2:6]1)=[O:4].Cl.[CH:19]#[C:20][CH2:21]CCCCC.C1(P(C2C=CC=CC=2)C2C=CC=CC=2)C=CC=CC=1.N1CCCCC1.C1COCC1.[C:57]([OH:66])(=[O:65])[C@@H:58]([C@H:60]([C:62]([OH:64])=[O:63])[OH:61])[OH:59]. The catalyst is CO.Cl[Pd](Cl)([P](C1C=CC=CC=1)(C1C=CC=CC=1)C1C=CC=CC=1)[P](C1C=CC=CC=1)(C1C=CC=CC=1)C1C=CC=CC=1.[Cu]I.C#CCCCCCC.CCOCC. The product is [OH:61][C@H:60]([C@@H:58]([OH:59])[C:57]([OH:66])=[O:65])[C:62]([OH:64])=[O:63].[CH3:1][O:2][C:3]([C@@:5]1([NH2:17])[CH2:9][CH2:8][C@H:7]([C:10]2[CH:15]=[CH:14][C:13]([C:19]#[C:20][CH3:21])=[CH:12][CH:11]=2)[CH2:6]1)=[O:4]. The yield is 0.726. (6) The reactants are [CH2:1]([O:8][C:9]([C:11]1[C:19]2[C:14](=[CH:15][CH:16]=[C:17]([O:20][CH2:21][CH2:22][Cl:23])[CH:18]=2)[NH:13][C:12]=1[CH3:24])=[O:10])[C:2]1[CH:7]=[CH:6][CH:5]=[CH:4][CH:3]=1.C([O-])([O-])=O.[K+].[K+].[CH3:31][N:32]([CH3:38])[CH:33]1[CH2:37][CH2:36][NH:35][CH2:34]1. The catalyst is C(#N)C. The product is [ClH:23].[ClH:23].[CH2:1]([O:8][C:9]([C:11]1[C:19]2[C:14](=[CH:15][CH:16]=[C:17]([O:20][CH2:21][CH2:22][N:35]3[CH2:36][CH2:37][CH:33]([N:32]([CH3:38])[CH3:31])[CH2:34]3)[CH:18]=2)[NH:13][C:12]=1[CH3:24])=[O:10])[C:2]1[CH:7]=[CH:6][CH:5]=[CH:4][CH:3]=1. The yield is 0.550. (7) The reactants are Br[C:2]1[S:3][C:4]2[CH:10]=[CH:9][CH:8]=[C:7]([Cl:11])[C:5]=2[N:6]=1.[NH2:12][C:13]1[CH:18]=[CH:17][C:16]([CH2:19][C:20]([O:22][CH3:23])=[O:21])=[CH:15][C:14]=1[Cl:24].[NH+]1C=CC=CC=1.CC1C=CC(S(O)(=O)=O)=CC=1. The catalyst is C1(C)C(C)=CC=CC=1. The product is [Cl:11][C:7]1[C:5]2[N:6]=[C:2]([NH:12][C:13]3[CH:18]=[CH:17][C:16]([CH2:19][C:20]([O:22][CH3:23])=[O:21])=[CH:15][C:14]=3[Cl:24])[S:3][C:4]=2[CH:10]=[CH:9][CH:8]=1. The yield is 0.580.